Dataset: Forward reaction prediction with 1.9M reactions from USPTO patents (1976-2016). Task: Predict the product of the given reaction. (1) Given the reactants [CH:1]([C:4]1[CH:5]=[CH:6][C:7]2[C:12]([NH:13][C:14]3[CH:19]=[C:18]([NH:20][C:21](=[O:42])[C:22]4[CH:27]=[CH:26][CH:25]=[C:24]([NH:28][C:29]5[C:30]6[CH:38]=[CH:37][C:36]([CH:39]([CH3:41])[CH3:40])=[N:35][C:31]=6[N:32]=[CH:33][N:34]=5)[CH:23]=4)[CH:17]=[CH:16][C:15]=3[S:43][C:44]3[CH:49]=[CH:48][C:47]([NH:50]C(=O)OC(C)(C)C)=[CH:46][CH:45]=3)=[N:11][CH:10]=[N:9][C:8]=2[N:58]=1)([CH3:3])[CH3:2].Cl, predict the reaction product. The product is: [NH2:50][C:47]1[CH:48]=[CH:49][C:44]([S:43][C:15]2[CH:16]=[CH:17][C:18]([NH:20][C:21](=[O:42])[C:22]3[CH:27]=[CH:26][CH:25]=[C:24]([NH:28][C:29]4[C:30]5[CH:38]=[CH:37][C:36]([CH:39]([CH3:41])[CH3:40])=[N:35][C:31]=5[N:32]=[CH:33][N:34]=4)[CH:23]=3)=[CH:19][C:14]=2[NH:13][C:12]2[C:7]3[CH:6]=[CH:5][C:4]([CH:1]([CH3:3])[CH3:2])=[N:58][C:8]=3[N:9]=[CH:10][N:11]=2)=[CH:45][CH:46]=1. (2) The product is: [ClH:32].[Cl:32][C:17]1[C:18]([NH:20][C:21]2[CH:26]=[CH:25][CH:24]=[CH:23][C:22]=2[NH:27][S:28]([CH3:31])(=[O:30])=[O:29])=[N:19][C:14]([NH:13][C:9]2[CH:8]=[C:7]([CH:12]=[CH:11][CH:10]=2)[O:6][CH2:5][C:4]([OH:33])=[O:3])=[N:15][CH:16]=1. Given the reactants C([O:3][C:4](=[O:33])[CH2:5][O:6][C:7]1[CH:12]=[CH:11][CH:10]=[C:9]([NH:13][C:14]2[N:19]=[C:18]([NH:20][C:21]3[CH:26]=[CH:25][CH:24]=[CH:23][C:22]=3[NH:27][S:28]([CH3:31])(=[O:30])=[O:29])[C:17]([Cl:32])=[CH:16][N:15]=2)[CH:8]=1)C.[OH-].[K+].CO.O, predict the reaction product.